Dataset: Forward reaction prediction with 1.9M reactions from USPTO patents (1976-2016). Task: Predict the product of the given reaction. The product is: [OH:8][CH:1]([C:2]1[CH:7]=[CH:6][CH:5]=[CH:4][CH:3]=1)[C:9]1[N:10]=[CH:11][C:12]([NH:15][C:16]([NH:18][C:19]2[CH:24]=[C:23]([CH3:25])[CH:22]=[CH:21][C:20]=2[O:26][CH3:27])=[O:17])=[N:13][CH:14]=1. Given the reactants [C:1]([C:9]1[N:10]=[CH:11][C:12]([NH:15][C:16]([NH:18][C:19]2[CH:24]=[C:23]([CH3:25])[CH:22]=[CH:21][C:20]=2[O:26][CH3:27])=[O:17])=[N:13][CH:14]=1)(=[O:8])[C:2]1[CH:7]=[CH:6][CH:5]=[CH:4][CH:3]=1.[BH4-].[Na+], predict the reaction product.